Dataset: Reaction yield outcomes from USPTO patents with 853,638 reactions. Task: Predict the reaction yield, written as a fraction of the theoretical maximum amount of product (1.0 means a 100% yield; for example, 0.34 means a 34% yield). The reactants are N1[C:10]2[C:5](=[C:6]([S:11]([N:14]3[CH2:21][C:20]4[CH:22]=[CH:23][CH:24]=[CH:25][C:19]=4[CH2:18][O:17][CH2:16][C@H:15]3[CH2:26][OH:27])(=[O:13])=[O:12])[CH:7]=[CH:8][CH:9]=2)[CH:4]=CC=1.[H-].[Na+].[CH3:30]I.C[N:33]([CH:35]=O)[CH3:34]. No catalyst specified. The product is [CH3:30][O:27][CH2:26][C@H:15]1[N:14]([S:11]([C:6]2[CH:7]=[CH:8][CH:9]=[C:10]3[C:34]=2[N:33]=[CH:35][CH:4]=[CH:5]3)(=[O:13])=[O:12])[CH2:21][C:20]2[CH:22]=[CH:23][CH:24]=[CH:25][C:19]=2[CH2:18][O:17][CH2:16]1. The yield is 0.530.